Dataset: Forward reaction prediction with 1.9M reactions from USPTO patents (1976-2016). Task: Predict the product of the given reaction. (1) The product is: [Cl:1][C:2]1[CH:3]=[CH:4][C:5]([C:8]2[N:13]=[C:12]([O:14][CH2:26][C:25]3[CH:28]=[CH:29][C:22]([F:21])=[CH:23][CH:24]=3)[CH:11]=[C:10]([C:15]3[CH:20]=[CH:19][CH:18]=[CH:17][CH:16]=3)[N:9]=2)=[CH:6][CH:7]=1. Given the reactants [Cl:1][C:2]1[CH:7]=[CH:6][C:5]([C:8]2[N:13]=[C:12]([OH:14])[CH:11]=[C:10]([C:15]3[CH:20]=[CH:19][CH:18]=[CH:17][CH:16]=3)[N:9]=2)=[CH:4][CH:3]=1.[F:21][C:22]1[CH:29]=[CH:28][C:25]([CH2:26]Br)=[CH:24][CH:23]=1, predict the reaction product. (2) Given the reactants [Si]([O:18][C:19]1[CH:59]=[CH:58][C:22]([O:23][CH2:24][C@@H:25]([OH:57])[CH2:26][NH:27][CH2:28][CH2:29][C:30]2[CH:56]=[CH:55][C:33]([NH:34][CH:35]3[CH2:40][CH2:39][N:38]([C:41]([NH:43][CH2:44][C:45]4[CH:50]=[CH:49][CH:48]=[CH:47][C:46]=4[C:51]([F:54])([F:53])[F:52])=[O:42])[CH2:37][CH2:36]3)=[CH:32][CH:31]=2)=[CH:21][CH:20]=1)(C(C)(C)C)(C1C=CC=CC=1)C1C=CC=CC=1, predict the reaction product. The product is: [F:53][C:51]([F:52])([F:54])[C:46]1[CH:47]=[CH:48][CH:49]=[CH:50][C:45]=1[CH2:44][NH:43][C:41]([N:38]1[CH2:39][CH2:40][CH:35]([NH:34][C:33]2[CH:32]=[CH:31][C:30]([CH2:29][CH2:28][NH:27][CH2:26][C@H:25]([OH:57])[CH2:24][O:23][C:22]3[CH:21]=[CH:20][C:19]([OH:18])=[CH:59][CH:58]=3)=[CH:56][CH:55]=2)[CH2:36][CH2:37]1)=[O:42]. (3) Given the reactants [C:1]([C:3]1[C:4]([N:15]2[CH2:20][CH2:19][N:18]([C:21]([O:23][C:24]([CH3:27])([CH3:26])[CH3:25])=[O:22])[C@H:17]([CH:28]([CH3:30])[CH3:29])[CH2:16]2)=[N:5][C:6]([CH:12]2[CH2:14][CH2:13]2)=[C:7]([N+:9]([O-])=O)[CH:8]=1)#[N:2].[NH4+].[Cl-], predict the reaction product. The product is: [NH2:9][C:7]1[CH:8]=[C:3]([C:1]#[N:2])[C:4]([N:15]2[CH2:20][CH2:19][N:18]([C:21]([O:23][C:24]([CH3:25])([CH3:26])[CH3:27])=[O:22])[C@H:17]([CH:28]([CH3:29])[CH3:30])[CH2:16]2)=[N:5][C:6]=1[CH:12]1[CH2:13][CH2:14]1. (4) The product is: [CH2:1]([O:3][C:4]([C:6]1([C:9]2[CH:10]=[CH:11][C:12]([C:15]3[CH:20]=[CH:19][C:18]([C:21]4[O:25][N:24]=[C:23]([CH3:26])[C:22]=4[C:27](=[O:30])[CH2:28][CH2:29][C:32]4[CH:37]=[CH:36][CH:35]=[CH:34][CH:33]=4)=[CH:17][CH:16]=3)=[CH:13][CH:14]=2)[CH2:8][CH2:7]1)=[O:5])[CH3:2]. Given the reactants [CH2:1]([O:3][C:4]([C:6]1([C:9]2[CH:14]=[CH:13][C:12]([C:15]3[CH:20]=[CH:19][C:18]([C:21]4[O:25][N:24]=[C:23]([CH3:26])[C:22]=4[CH:27]([OH:30])[CH:28]=[CH2:29])=[CH:17][CH:16]=3)=[CH:11][CH:10]=2)[CH2:8][CH2:7]1)=[O:5])[CH3:2].I[C:32]1[CH:37]=[CH:36][CH:35]=[CH:34][CH:33]=1, predict the reaction product. (5) Given the reactants [CH2:1]([C:8]1[O:12][N:11]=[C:10]([C:13]([O:15]CC)=[O:14])[CH:9]=1)[C:2]1[CH:7]=[CH:6][CH:5]=[CH:4][CH:3]=1.[OH-].[Na+], predict the reaction product. The product is: [CH2:1]([C:8]1[O:12][N:11]=[C:10]([C:13]([OH:15])=[O:14])[CH:9]=1)[C:2]1[CH:7]=[CH:6][CH:5]=[CH:4][CH:3]=1. (6) The product is: [NH:16]1[C:17]2[C:22](=[CH:21][CH:20]=[CH:19][CH:18]=2)[C:14]([S:13][C:8]2[CH:9]=[CH:10][CH:11]=[CH:12][C:7]=2[CH2:6][C:5]([OH:23])=[O:4])=[CH:15]1. Given the reactants [Li+].[OH-].C[O:4][C:5](=[O:23])[CH2:6][C:7]1[CH:12]=[CH:11][CH:10]=[CH:9][C:8]=1[S:13][C:14]1[C:22]2[C:17](=[CH:18][CH:19]=[CH:20][CH:21]=2)[NH:16][CH:15]=1.C1COCC1.O.Cl, predict the reaction product. (7) Given the reactants [F:1][C:2]([F:26])([F:25])[C@H:3]([N:12]1[CH2:16][CH2:15][C@H:14]([NH:17][C:18](=[O:24])[O:19][C:20]([CH3:23])([CH3:22])[CH3:21])[CH2:13]1)[C:4]1[CH:5]=[N:6][C:7]([NH:10][NH2:11])=[CH:8][CH:9]=1.[F:27][C:28]1[CH:29]=[C:30]2[C:35](=[C:36]([O:38][CH3:39])[CH:37]=1)[N:34]=[C:33]([CH:40]=O)[CH:32]=[CH:31]2, predict the reaction product. The product is: [F:26][C:2]([F:25])([F:1])[C@H:3]([N:12]1[CH2:16][CH2:15][C@H:14]([NH:17][C:18](=[O:24])[O:19][C:20]([CH3:22])([CH3:23])[CH3:21])[CH2:13]1)[C:4]1[CH:5]=[N:6][C:7]([NH:10]/[N:11]=[CH:40]/[C:33]2[CH:32]=[CH:31][C:30]3[C:35](=[C:36]([O:38][CH3:39])[CH:37]=[C:28]([F:27])[CH:29]=3)[N:34]=2)=[CH:8][CH:9]=1. (8) The product is: [CH2:27]([C:26]([O:31][C:32](=[O:34])[CH3:33])([CH2:25][O:24][C:23]1[CH:35]=[CH:36][C:20]([C:15]([CH2:18][CH3:19])([C:12]2[CH:13]=[CH:14][C:9]([OH:8])=[C:10]([CH3:38])[CH:11]=2)[CH2:16][CH3:17])=[CH:21][C:22]=1[CH3:37])[CH2:29][CH3:30])[CH3:28]. Given the reactants C([O:8][C:9]1[CH:14]=[CH:13][C:12]([C:15]([C:20]2[CH:36]=[CH:35][C:23]([O:24][CH2:25][C:26]([O:31][C:32](=[O:34])[CH3:33])([CH2:29][CH3:30])[CH2:27][CH3:28])=[C:22]([CH3:37])[CH:21]=2)([CH2:18][CH3:19])[CH2:16][CH3:17])=[CH:11][C:10]=1[CH3:38])C1C=CC=CC=1, predict the reaction product. (9) Given the reactants [NH2:1][CH:2]([C:7]1[CH:12]=[CH:11][CH:10]=[C:9]([O:13][CH3:14])[CH:8]=1)[CH2:3][C:4]([OH:6])=O.[F:15][C:16]([F:27])([F:26])[C:17](O[C:17](=[O:18])[C:16]([F:27])([F:26])[F:15])=[O:18], predict the reaction product. The product is: [F:15][C:16]([F:27])([F:26])[C:17]([NH:1][CH:2]1[C:7]2[C:12](=[CH:11][CH:10]=[C:9]([O:13][CH3:14])[CH:8]=2)[C:4](=[O:6])[CH2:3]1)=[O:18]. (10) Given the reactants Br[CH:2]([CH:13]([CH3:15])[CH3:14])[CH2:3][N-:4][C:5]1[CH:10]=[CH:9][CH:8]=[C:7]([Cl:11])[C:6]=1[OH:12].C(=O)([O-])[O-:17].[K+].[K+].C(OCC)(=O)C.O, predict the reaction product. The product is: [Cl:11][C:7]1[C:6]2[O:12][CH:2]([CH:13]([CH3:15])[CH3:14])[C:3](=[O:17])[NH:4][C:5]=2[CH:10]=[CH:9][CH:8]=1.